This data is from Human intestinal absorption (HIA) binary classification data from Hou et al.. The task is: Regression/Classification. Given a drug SMILES string, predict its absorption, distribution, metabolism, or excretion properties. Task type varies by dataset: regression for continuous measurements (e.g., permeability, clearance, half-life) or binary classification for categorical outcomes (e.g., BBB penetration, CYP inhibition). Dataset: hia_hou. (1) The compound is O=C(O)[C@@H]1C(=CCO)O[C@H]2CC(=O)N21. The result is 1 (good absorption). (2) The molecule is CCC(=O)O[C@@](Cc1ccccc1)(c1ccccc1)[C@@H](C)CN(C)C. The result is 1 (good absorption). (3) The result is 0 (poor absorption). The drug is N#C[C@H](O[C@@H]1O[C@@H](CO[C@@H]2O[C@@H](CO)[C@@H](O)[C@H](O)[C@@H]2O)[C@@H](O)[C@H](O)[C@@H]1O)c1ccccc1. (4) The drug is CC(C)NC[C@H](O)COc1ccc(CCOCC2CC2)cc1. The result is 1 (good absorption).